This data is from Forward reaction prediction with 1.9M reactions from USPTO patents (1976-2016). The task is: Predict the product of the given reaction. Given the reactants [Cl:1][C:2]1[S:10][C:9]2[N:8]=C[N:6]3[CH:11]=[N:12][N:13]=[C:5]3[C:4]=2[CH:3]=1, predict the reaction product. The product is: [Cl:1][C:2]1[S:10][C:9]([NH2:8])=[C:4]([C:5]2[NH:6][CH:11]=[N:12][N:13]=2)[CH:3]=1.